This data is from Full USPTO retrosynthesis dataset with 1.9M reactions from patents (1976-2016). The task is: Predict the reactants needed to synthesize the given product. (1) Given the product [C:40]([NH:44][C:36]1[N:35]=[CH:34][C:33]([C@@H:9]([O:8][Si:1]([C:4]([CH3:7])([CH3:6])[CH3:5])([CH3:3])[CH3:2])[C@H:10]2[CH2:14][CH2:13][C@@H:12]([CH2:15][C:16]3[CH:21]=[CH:20][C:19]([C:22]([O:24][CH3:25])=[O:23])=[CH:18][CH:17]=3)[N:11]2[C:26]([O:28][C:29]([CH3:32])([CH3:31])[CH3:30])=[O:27])=[CH:38][CH:37]=1)([CH3:43])([CH3:42])[CH3:41], predict the reactants needed to synthesize it. The reactants are: [Si:1]([O:8][C@H:9]([C:33]1[CH:34]=[N+:35]([O-])[CH:36]=[CH:37][CH:38]=1)[C@H:10]1[CH2:14][CH2:13][C@@H:12]([CH2:15][C:16]2[CH:21]=[CH:20][C:19]([C:22]([O:24][CH3:25])=[O:23])=[CH:18][CH:17]=2)[N:11]1[C:26]([O:28][C:29]([CH3:32])([CH3:31])[CH3:30])=[O:27])([C:4]([CH3:7])([CH3:6])[CH3:5])([CH3:3])[CH3:2].[C:40]([NH2:44])([CH3:43])([CH3:42])[CH3:41].C1(C)C=CC(S(OS(C2C=CC(C)=CC=2)(=O)=O)(=O)=O)=CC=1. (2) Given the product [Br:12][C:13]1[CH:26]=[CH:25][C:24]2[C:15](=[C:16]([C:9]3[C:10]4[C:5](=[CH:4][CH:3]=[CH:2][CH:1]=4)[CH:6]=[CH:7][CH:8]=3)[C:17]3[C:22]([C:23]=2[C:1]2[C:10]4[C:5](=[CH:6][CH:7]=[CH:8][CH:9]=4)[CH:4]=[CH:3][CH:2]=2)=[CH:21][C:20]([Br:28])=[CH:19][CH:18]=3)[CH:14]=1, predict the reactants needed to synthesize it. The reactants are: [C:1]1([Li])[C:10]2[C:5](=[CH:6][CH:7]=[CH:8][CH:9]=2)[CH:4]=[CH:3][CH:2]=1.[Br:12][C:13]1[CH:26]=[CH:25][C:24]2[C:23](=O)[C:22]3[C:17](=[CH:18][CH:19]=[C:20]([Br:28])[CH:21]=3)[C:16](=O)[C:15]=2[CH:14]=1. (3) Given the product [C:13]12([NH:20][C:21](=[O:23])[CH3:22])[CH2:18][CH:17]3[CH2:16][CH:15]([CH2:19][CH:11]([O:10][CH2:9]3)[CH2:12]1)[CH2:14]2, predict the reactants needed to synthesize it. The reactants are: [SiH](CC)(CC)CC.O=[C:9]1[CH:17]2[CH2:18][C:13]3([NH:20][C:21](=[O:23])[CH3:22])[CH2:14][CH:15]([CH2:19][CH:11]([CH2:12]3)[O:10]1)[CH2:16]2. (4) Given the product [CH3:5][CH:4]([CH3:6])[C:3](=[O:7])[CH2:2][N:12]1[C:8](=[O:18])[C:9]2[C:10](=[CH:14][CH:15]=[CH:16][CH:17]=2)[C:11]1=[O:13], predict the reactants needed to synthesize it. The reactants are: Br[CH2:2][C:3](=[O:7])[CH:4]([CH3:6])[CH3:5].[C:8]1(=[O:18])[NH:12][C:11](=[O:13])[C:10]2=[CH:14][CH:15]=[CH:16][CH:17]=[C:9]12.[K]. (5) Given the product [F:1][C:2]1[C:7]([F:8])=[CH:6][CH:5]=[CH:4][C:3]=1[C:9]1[N:17]=[C:12]2[CH:13]=[N:14][N:15]([CH2:19][C:20]3[O:24][N:23]=[C:22]([C:25]4[CH:30]=[CH:29][C:28]([O:31][CH3:32])=[CH:27][CH:26]=4)[CH:21]=3)[CH:16]=[C:11]2[N:10]=1, predict the reactants needed to synthesize it. The reactants are: [F:1][C:2]1[C:7]([F:8])=[CH:6][CH:5]=[CH:4][C:3]=1[C:9]1[N:17]=[C:12]2[CH:13]=[N:14][NH:15][CH:16]=[C:11]2[N:10]=1.Cl[CH2:19][C:20]1[O:24][N:23]=[C:22]([C:25]2[CH:30]=[CH:29][C:28]([O:31][CH3:32])=[CH:27][CH:26]=2)[CH:21]=1.